This data is from NCI-60 drug combinations with 297,098 pairs across 59 cell lines. The task is: Regression. Given two drug SMILES strings and cell line genomic features, predict the synergy score measuring deviation from expected non-interaction effect. (1) Drug 1: C1C(C(OC1N2C=C(C(=O)NC2=O)F)CO)O. Drug 2: CN1C2=C(C=C(C=C2)N(CCCl)CCCl)N=C1CCCC(=O)O.Cl. Cell line: NCI-H226. Synergy scores: CSS=0.319, Synergy_ZIP=-1.74, Synergy_Bliss=-3.76, Synergy_Loewe=-2.79, Synergy_HSA=-2.87. (2) Drug 1: CN1CCC(CC1)COC2=C(C=C3C(=C2)N=CN=C3NC4=C(C=C(C=C4)Br)F)OC. Drug 2: C1CN(CCN1C(=O)CCBr)C(=O)CCBr. Cell line: HOP-62. Synergy scores: CSS=17.3, Synergy_ZIP=-7.02, Synergy_Bliss=-2.85, Synergy_Loewe=-5.52, Synergy_HSA=-4.63. (3) Drug 1: CN1CCC(CC1)COC2=C(C=C3C(=C2)N=CN=C3NC4=C(C=C(C=C4)Br)F)OC. Drug 2: CCC1(CC2CC(C3=C(CCN(C2)C1)C4=CC=CC=C4N3)(C5=C(C=C6C(=C5)C78CCN9C7C(C=CC9)(C(C(C8N6C=O)(C(=O)OC)O)OC(=O)C)CC)OC)C(=O)OC)O.OS(=O)(=O)O. Cell line: M14. Synergy scores: CSS=26.4, Synergy_ZIP=9.55, Synergy_Bliss=12.0, Synergy_Loewe=-2.38, Synergy_HSA=9.26. (4) Drug 1: CC1=CC=C(C=C1)C2=CC(=NN2C3=CC=C(C=C3)S(=O)(=O)N)C(F)(F)F. Drug 2: CC1=C(C(CCC1)(C)C)C=CC(=CC=CC(=CC(=O)O)C)C. Cell line: MCF7. Synergy scores: CSS=9.98, Synergy_ZIP=-3.35, Synergy_Bliss=-1.37, Synergy_Loewe=0.576, Synergy_HSA=1.76. (5) Drug 1: C1=NC2=C(N1)C(=S)N=C(N2)N. Drug 2: CCN(CC)CCNC(=O)C1=C(NC(=C1C)C=C2C3=C(C=CC(=C3)F)NC2=O)C. Cell line: NCI-H522. Synergy scores: CSS=12.9, Synergy_ZIP=-7.06, Synergy_Bliss=-3.62, Synergy_Loewe=-9.76, Synergy_HSA=-5.67.